This data is from Catalyst prediction with 721,799 reactions and 888 catalyst types from USPTO. The task is: Predict which catalyst facilitates the given reaction. (1) Reactant: Cl.[Cl:2][C:3]1[C:7]([Cl:8])=[C:6]([CH3:9])[NH:5][C:4]=1[C:10]([NH:12][CH:13]1[CH2:18][CH2:17][NH:16][CH2:15][CH2:14]1)=[O:11].Br[C:20]1[S:21][C:22]([C:26]([O:28][CH2:29][CH3:30])=[O:27])=[C:23]([CH3:25])[N:24]=1.C(=O)(O)[O-].[Na+].O. Product: [Cl:2][C:3]1[C:7]([Cl:8])=[C:6]([CH3:9])[NH:5][C:4]=1[C:10]([NH:12][CH:13]1[CH2:18][CH2:17][N:16]([C:20]2[S:21][C:22]([C:26]([O:28][CH2:29][CH3:30])=[O:27])=[C:23]([CH3:25])[N:24]=2)[CH2:15][CH2:14]1)=[O:11]. The catalyst class is: 3. (2) Reactant: [Cl:1][C:2]1[CH:7]=[C:6]2[NH:8][C:9](=[O:38])[C:10]3([CH:15]([C:16]4[CH:21]=[C:20]([Cl:22])[CH:19]=[CH:18][C:17]=4[O:23][C:24]([CH3:28])([CH3:27])[CH2:25][OH:26])[CH2:14][C:13](=[O:29])[NH:12][CH:11]3[C:30]3[CH:35]=[C:34]([F:36])[CH:33]=[CH:32][C:31]=3[CH3:37])[C:5]2=[CH:4][CH:3]=1.CCN=C=NCCCN(C)C.Cl.C1C=CC2N(O)N=NC=2C=1.CCN(C(C)C)C(C)C.[CH3:70][N:71]1[CH2:76][CH2:75][CH:74]([NH2:77])[CH2:73][CH2:72]1. Product: [Cl:1][C:2]1[CH:7]=[C:6]2[NH:8][C:9](=[O:38])[C:10]3([CH:15]([C:16]4[CH:21]=[C:20]([Cl:22])[CH:19]=[CH:18][C:17]=4[O:23][C:24]([CH3:28])([C:25](=[O:26])[NH:77][CH:74]4[CH2:75][CH2:76][N:71]([CH3:70])[CH2:72][CH2:73]4)[CH3:27])[CH2:14][C:13](=[O:29])[NH:12][CH:11]3[C:30]3[CH:35]=[C:34]([F:36])[CH:33]=[CH:32][C:31]=3[CH3:37])[C:5]2=[CH:4][CH:3]=1. The catalyst class is: 1. (3) Reactant: [N+:1]([C:4]1[CH:12]=[CH:11][CH:10]=[C:9]2[C:5]=1[CH:6]=[N:7][N:8]2[CH2:13][CH:14]1[CH2:19][CH2:18][CH2:17][NH:16][CH2:15]1)([O-:3])=[O:2].C(N(CC)CC)C.[C:27](OC(=O)C)(=[O:29])[CH3:28]. Product: [N+:1]([C:4]1[CH:12]=[CH:11][CH:10]=[C:9]2[C:5]=1[CH:6]=[N:7][N:8]2[CH2:13][CH:14]1[CH2:19][CH2:18][CH2:17][N:16]([C:27](=[O:29])[CH3:28])[CH2:15]1)([O-:3])=[O:2]. The catalyst class is: 2. (4) Reactant: [F:1][C:2]1[CH:7]=[CH:6][C:5]([O:8][CH3:9])=[CH:4][C:3]=1[C:10]1[CH:11]=[CH:12][C:13]([OH:21])=[N:14][C:15]=1[CH2:16][C:17]([CH3:20])([CH3:19])[CH3:18].[CH:22]1([CH:25]([C:32]2[CH:37]=[C:36]([CH2:38]O)[N:35]=[CH:34][N:33]=2)[CH2:26][C:27]([O:29][CH2:30][CH3:31])=[O:28])[CH2:24][CH2:23]1.N(C(N1CCCCC1)=O)=NC(N1CCCCC1)=O.C(P(CCCC)CCCC)CCC. Product: [CH:22]1([CH:25]([C:32]2[CH:37]=[C:36]([CH2:38][O:21][C:13]3[CH:12]=[CH:11][C:10]([C:3]4[CH:4]=[C:5]([O:8][CH3:9])[CH:6]=[CH:7][C:2]=4[F:1])=[C:15]([CH2:16][C:17]([CH3:18])([CH3:20])[CH3:19])[N:14]=3)[N:35]=[CH:34][N:33]=2)[CH2:26][C:27]([O:29][CH2:30][CH3:31])=[O:28])[CH2:24][CH2:23]1. The catalyst class is: 1. (5) Reactant: Br[C:2]1[CH:7]=[CH:6][C:5]([C:8]2[N:12]([C@H:13]3[CH2:17][CH2:16][O:15][CH2:14]3)[N:11]=[CH:10][C:9]=2[C:18]([O:20][CH2:21][CH3:22])=[O:19])=[C:4]([N+:23]([O-:25])=[O:24])[CH:3]=1.[N+](C1C=C(B2OC(C)(C)C(C)(C)O2)C=CC=1C1N([C@H]2CCOC2)N=CC=1C(OCC)=O)([O-])=O.I[C:60]1[C:65]([CH3:66])=[CH:64][N:63]=[C:62]([O:67][CH:68]([CH3:70])[CH3:69])[C:61]=1[CH3:71].O. Product: [CH:68]([O:67][C:62]1[C:61]([CH3:71])=[C:60]([C:2]2[CH:7]=[CH:6][C:5]([C:8]3[N:12]([C@H:13]4[CH2:17][CH2:16][O:15][CH2:14]4)[N:11]=[CH:10][C:9]=3[C:18]([O:20][CH2:21][CH3:22])=[O:19])=[C:4]([N+:23]([O-:25])=[O:24])[CH:3]=2)[C:65]([CH3:66])=[CH:64][N:63]=1)([CH3:70])[CH3:69]. The catalyst class is: 3. (6) Reactant: [F:1][C@H:2]1[CH2:19][C@@:17]2([CH3:18])[C@@H:13]([CH2:14][CH2:15][C@@H:16]2[OH:20])[C@H:12]2[C@H:3]1[C:4]1[CH:5]=[CH:6][C:7]([OH:27])=[CH:8][C:9]=1[CH2:10][C@H:11]2[CH2:21][CH2:22][CH2:23][CH2:24][CH2:25]I.[CH2:28]([O:35][CH2:36][CH2:37][CH2:38][NH:39][CH3:40])[C:29]1[CH:34]=[CH:33][CH:32]=[CH:31][CH:30]=1.[Cl-].[Na+]. Product: [CH2:28]([O:35][CH2:36][CH2:37][CH2:38][N:39]([CH3:40])[CH2:25][CH2:24][CH2:23][CH2:22][CH2:21][C@@H:11]1[CH2:10][C:9]2[CH:8]=[C:7]([OH:27])[CH:6]=[CH:5][C:4]=2[C@@H:3]2[C@@H:12]1[C@H:13]1[C@@:17]([CH2:19][C@@H:2]2[F:1])([CH3:18])[C@@H:16]([OH:20])[CH2:15][CH2:14]1)[C:29]1[CH:34]=[CH:33][CH:32]=[CH:31][CH:30]=1. The catalyst class is: 60. (7) Reactant: [N:1]1[C:10]2[C:5](=[CH:6][CH:7]=[CH:8][CH:9]=2)[CH:4]=[C:3]([OH:11])[C:2]=1[OH:12].[CH2:13](N(CC)CC)C.C1C[O:23][CH2:22]C1.[C:25]1([CH3:35])[CH:30]=[CH:29][C:28]([S:31](Cl)(=[O:33])=[O:32])=[CH:27][CH:26]=1.Cl[CH2:37][Cl:38]. Product: [Cl:38][C:37]1[CH:13]=[N:1][C:10]2[C:5]([C:4]=1[CH:3]([OH:11])[CH2:2][O:12][S:31]([C:28]1[CH:29]=[CH:30][C:25]([CH3:35])=[CH:26][CH:27]=1)(=[O:33])=[O:32])=[CH:6][C:7]([O:23][CH3:22])=[CH:8][CH:9]=2. The catalyst class is: 142.